Dataset: Reaction yield outcomes from USPTO patents with 853,638 reactions. Task: Predict the reaction yield, written as a fraction of the theoretical maximum amount of product (1.0 means a 100% yield; for example, 0.34 means a 34% yield). (1) The reactants are [F:1][C:2]([F:15])([F:14])[C:3]1[CH:4]=[C:5]([CH2:9][CH2:10][C:11]([OH:13])=O)[CH:6]=[CH:7][CH:8]=1.C(Cl)(=O)C(Cl)=O.[NH:22]1[C:30]2[C:25](=[CH:26][C:27]([C:31]([NH:33][NH2:34])=[O:32])=[CH:28][CH:29]=2)[CH:24]=[N:23]1.C(=O)([O-])O.[Na+]. The catalyst is CN(C)C=O.O1CCCC1.C(OCC)(=O)C. The product is [F:14][C:2]([F:1])([F:15])[C:3]1[CH:4]=[C:5]([CH2:9][CH2:10][C:11]([NH:34][NH:33][C:31]([C:27]2[CH:26]=[C:25]3[C:30](=[CH:29][CH:28]=2)[NH:22][N:23]=[CH:24]3)=[O:32])=[O:13])[CH:6]=[CH:7][CH:8]=1. The yield is 0.510. (2) The reactants are [C:1]([O:6][CH:7]1[CH:14]2[CH:10]3[CH:11]([CH:16]([C:17](Cl)=[O:18])[CH:8]1[CH2:9]3)[C:12](=[O:15])[O:13]2)(=[O:5])[C:2]([CH3:4])=[CH2:3].[F:20][C:21]([F:28])([S:24]([O-:27])(=[O:26])=[O:25])[CH2:22][OH:23].[C:29]1([S+:35]([C:42]2[CH:47]=[CH:46][CH:45]=[CH:44][CH:43]=2)[C:36]2[CH:41]=[CH:40][CH:39]=[CH:38][CH:37]=2)[CH:34]=[CH:33][CH:32]=[CH:31][CH:30]=1.C(N(CC)CC)C.Cl. The catalyst is C(Cl)Cl. The product is [F:20][C:21]([F:28])([S:24]([O-:27])(=[O:26])=[O:25])[CH2:22][O:23][C:17]([CH:16]1[CH:11]2[CH:10]3[CH:14]([CH:7]([O:6][C:1](=[O:5])[C:2]([CH3:4])=[CH2:3])[CH:8]1[CH2:9]3)[O:13][C:12]2=[O:15])=[O:18].[C:42]1([S+:35]([C:29]2[CH:30]=[CH:31][CH:32]=[CH:33][CH:34]=2)[C:36]2[CH:41]=[CH:40][CH:39]=[CH:38][CH:37]=2)[CH:43]=[CH:44][CH:45]=[CH:46][CH:47]=1. The yield is 0.610. (3) The yield is 0.720. The reactants are [CH2:1]([O:8][C:9]1[CH:14]=[CH:13][C:12]([C:15]2[N:16]([CH:29]3[CH2:34][CH2:33][CH2:32][CH2:31][CH2:30]3)[CH:17]=[C:18](/[CH:20]=[CH:21]/[C:22]([O:24]C(C)(C)C)=[O:23])[N:19]=2)=[CH:11][CH:10]=1)[C:2]1[CH:7]=[CH:6][CH:5]=[CH:4][CH:3]=1.FC(F)(F)C(O)=O. The catalyst is C(Cl)Cl. The product is [CH2:1]([O:8][C:9]1[CH:10]=[CH:11][C:12]([C:15]2[N:16]([CH:29]3[CH2:34][CH2:33][CH2:32][CH2:31][CH2:30]3)[CH:17]=[C:18](/[CH:20]=[CH:21]/[C:22]([OH:24])=[O:23])[N:19]=2)=[CH:13][CH:14]=1)[C:2]1[CH:3]=[CH:4][CH:5]=[CH:6][CH:7]=1. (4) The reactants are [CH2:1]([O:3][C:4]([C:6]1[S:7][C:8]([C:22]2[CH:27]=[CH:26][C:25]([Cl:28])=[CH:24][CH:23]=2)=[C:9]([CH3:21])[C:10]=1[C:11]1[CH:16]=[CH:15][C:14]([S:17](=[O:20])(=[O:19])[NH2:18])=[CH:13][CH:12]=1)=[O:5])[CH3:2].C1C(=O)N([Br:36])C(=O)C1.CC(N=NC(C#N)(C)C)(C#N)C. The catalyst is ClC1C=CC=CC=1. The product is [Br:36][CH2:21][C:9]1[C:10]([C:11]2[CH:12]=[CH:13][C:14]([S:17](=[O:20])(=[O:19])[NH2:18])=[CH:15][CH:16]=2)=[C:6]([C:4]([O:3][CH2:1][CH3:2])=[O:5])[S:7][C:8]=1[C:22]1[CH:23]=[CH:24][C:25]([Cl:28])=[CH:26][CH:27]=1. The yield is 0.593. (5) The reactants are [CH3:1][C:2]1[CH:3]=[C:4]([OH:11])[C:5](=[CH:9][CH:10]=1)[C:6]([OH:8])=[O:7].Cl.CN(C)[CH2:15][CH2:16]CN=C=N.O.ON1C2C=CC=CC=2N=N1.C(O)C. The catalyst is CN(C)C=O.O. The product is [CH3:1][C:2]1[CH:3]=[C:4]([OH:11])[C:5](=[CH:9][CH:10]=1)[C:6]([O:8][CH2:15][CH3:16])=[O:7]. The yield is 0.490.